Dataset: Peptide-MHC class I binding affinity with 185,985 pairs from IEDB/IMGT. Task: Regression. Given a peptide amino acid sequence and an MHC pseudo amino acid sequence, predict their binding affinity value. This is MHC class I binding data. The peptide sequence is NADTGHSIY. The MHC is HLA-A80:01 with pseudo-sequence HLA-A80:01. The binding affinity (normalized) is 0.293.